This data is from Full USPTO retrosynthesis dataset with 1.9M reactions from patents (1976-2016). The task is: Predict the reactants needed to synthesize the given product. (1) Given the product [CH2:1]([C:3]1([CH2:26][CH2:27][OH:28])[C:8]2[NH:9][C:10]3[C:15]([C:7]=2[CH2:6][CH2:5][O:4]1)=[CH:14][C:13]([CH2:16][CH2:17][CH2:18][OH:19])=[CH:12][C:11]=3[CH:23]([CH3:24])[CH3:25])[CH3:2], predict the reactants needed to synthesize it. The reactants are: [CH2:1]([C:3]1([CH2:26][CH2:27][OH:28])[C:8]2[NH:9][C:10]3[C:15]([C:7]=2[CH2:6][CH2:5][O:4]1)=[CH:14][C:13]([CH2:16][CH2:17][C:18](OCC)=[O:19])=[CH:12][C:11]=3[CH:23]([CH3:25])[CH3:24])[CH3:2].[H-].[H-].[H-].[H-].[Li+].[Al+3]. (2) Given the product [Br:28][CH2:29][CH2:30][N:13]1[C:12]([S:11][C:8]2[S:9][C:10]3[C:2]([Cl:1])=[CH:3][CH:4]=[CH:5][C:6]=3[N:7]=2)=[N:20][C:19]2[C:14]1=[N:15][CH:16]=[N:17][C:18]=2[NH2:21], predict the reactants needed to synthesize it. The reactants are: [Cl:1][C:2]1[C:10]2[S:9][C:8]([S:11][C:12]3[NH:13][C:14]4[C:19]([N:20]=3)=[C:18]([NH2:21])[N:17]=[CH:16][N:15]=4)=[N:7][C:6]=2[CH:5]=[CH:4][CH:3]=1.C(=O)([O-])[O-].[Cs+].[Cs+].[Br:28][CH2:29][CH2:30]Br.